This data is from Forward reaction prediction with 1.9M reactions from USPTO patents (1976-2016). The task is: Predict the product of the given reaction. (1) Given the reactants [C:1]([O:5][C:6]1[CH:13]=[CH:12][C:9]([CH:10]=O)=[CH:8][CH:7]=1)([CH3:4])([CH3:3])[CH3:2].[NH2:14][C:15]1[N:16]=[N:17][C:18]([CH3:21])=[CH:19][CH:20]=1.C([O:24][C:25](=O)[C:26]([OH:39])=[CH:27][C:28]([C:30]1[CH:35]=[CH:34][C:33]([CH:36]([CH3:38])[CH3:37])=[CH:32][CH:31]=1)=[O:29])C, predict the reaction product. The product is: [C:1]([O:5][C:6]1[CH:13]=[CH:12][C:9]([CH:10]2[N:14]([C:15]3[N:16]=[N:17][C:18]([CH3:21])=[CH:19][CH:20]=3)[C:25](=[O:24])[C:26]([OH:39])=[C:27]2[C:28](=[O:29])[C:30]2[CH:31]=[CH:32][C:33]([CH:36]([CH3:37])[CH3:38])=[CH:34][CH:35]=2)=[CH:8][CH:7]=1)([CH3:4])([CH3:3])[CH3:2]. (2) Given the reactants [O:1]=[CH:2][C@@H:3]([C@H]([C@@H]([C@@H](CO)O)O)O)O.C(O)[C@H]1O[C@H](OC[C@H]2O[C@H](O[C@]3(CO)O[C@H](CO)[C@@H](O)[C@@H]3O)[C@H](O)[C@@H](O)[C@@H]2O)[C@H](O)[C@@H](O)[C@H]1O.C[C@@H:48]([OH:80])[C@H:49]1[O:54][C@H:53]([O:55][C@H]2[C@H](O)[C@@H](O[C@H]3OC[C@@](O)(C)[C@H](NC)[C@H]3O)[C@H](N)C[C@@H]2N)[C@H:52]([NH2:77])[C@@H:51]([OH:78])[C@@H:50]1[OH:79].O=C[C@@H]([C@H]([C@H]([C@@H](CO)O)O)O)O, predict the reaction product. The product is: [C:2]([NH:77][C@@H:52]1[C@@H:51]([OH:78])[C@H:50]([OH:79])[C@@H:49]([CH2:48][OH:80])[O:54][CH:53]1[OH:55])(=[O:1])[CH3:3]. (3) Given the reactants [C:1](Cl)(=[O:6])[CH2:2][CH2:3][CH:4]=[CH2:5].[NH2:8][C:9]1[CH:10]=[CH:11][C:12]([O:31][CH3:32])=[C:13]([S:15]([NH:18][C@@H:19]2[CH2:23][CH2:22][N:21]([C:24](OC(C)(C)C)=O)[CH2:20]2)(=[O:17])=[O:16])[CH:14]=1.CC[N:35](C(C)C)C(C)C.Cl.BrC#N.C(O)C(N)(CO)CO, predict the reaction product. The product is: [C:24]([N:21]1[CH2:22][CH2:23][C@@H:19]([NH:18][S:15]([C:13]2[CH:14]=[C:9]([NH:8][C:1](=[O:6])[CH2:2][CH2:3][CH:4]=[CH2:5])[CH:10]=[CH:11][C:12]=2[O:31][CH3:32])(=[O:16])=[O:17])[CH2:20]1)#[N:35]. (4) The product is: [Br:1][CH2:2][CH2:3][CH2:4][CH2:5][CH2:6][CH2:7][CH2:8][CH2:9][CH2:10][CH2:11][O:12][Si:17]([C:14]([CH3:16])([CH3:15])[CH3:13])([CH3:19])[CH3:18]. Given the reactants [Br:1][CH2:2][CH2:3][CH2:4][CH2:5][CH2:6][CH2:7][CH2:8][CH2:9][CH2:10][CH2:11][OH:12].[CH3:13][C:14]([Si:17](Cl)([CH3:19])[CH3:18])([CH3:16])[CH3:15].N1C=CN=C1.O, predict the reaction product. (5) Given the reactants [H-].C([Al+]CC(C)C)C(C)C.C([O:13][C:14]([C:16]1[C:24]2[C:19](=[CH:20][CH:21]=[C:22]([O:25][CH3:26])[CH:23]=2)[N:18]([S:27]([CH3:30])(=[O:29])=[O:28])[C:17]=1[CH3:31])=O)C, predict the reaction product. The product is: [CH3:30][S:27]([N:18]1[C:19]2[C:24](=[CH:23][C:22]([O:25][CH3:26])=[CH:21][CH:20]=2)[C:16]([CH2:14][OH:13])=[C:17]1[CH3:31])(=[O:29])=[O:28]. (6) Given the reactants B(Br)(Br)Br.C[O:6][C:7]1[C:16]2[C:11](=[C:12]([CH2:21][CH2:22][C:23]3[CH:28]=[CH:27][C:26]([CH3:29])=[CH:25][CH:24]=3)[C:13]([O:19]C)=[C:14]([O:17]C)[CH:15]=2)[CH:10]=[C:9]([CH3:30])[C:8]=1[C:31]1[C:40]([CH3:41])=[CH:39][C:38]2[C:33](=[CH:34][C:35]([O:53]C)=[C:36]([O:51]C)[C:37]=2[CH2:42][CH2:43][C:44]2[CH:49]=[CH:48][C:47]([CH3:50])=[CH:46][CH:45]=2)[C:32]=1[O:55]C.Cl, predict the reaction product. The product is: [CH3:41][C:40]1[CH:39]=[C:38]2[C:33]([CH:34]=[C:35]([OH:53])[C:36]([OH:51])=[C:37]2[CH2:42][CH2:43][C:44]2[CH:49]=[CH:48][C:47]([CH3:50])=[CH:46][CH:45]=2)=[C:32]([OH:55])[C:31]=1[C:8]1[C:7]([OH:6])=[C:16]2[C:11](=[CH:10][C:9]=1[CH3:30])[C:12]([CH2:21][CH2:22][C:23]1[CH:24]=[CH:25][C:26]([CH3:29])=[CH:27][CH:28]=1)=[C:13]([OH:19])[C:14]([OH:17])=[CH:15]2. (7) The product is: [F:1][C:2]1[CH:3]=[C:4]([C:5](=[O:7])[CH2:13][C:14]2[CH:19]=[CH:18][N:17]=[CH:16][CH:15]=2)[CH:10]=[CH:11][CH:12]=1. Given the reactants [F:1][C:2]1[CH:3]=[C:4]([CH:10]=[CH:11][CH:12]=1)[C:5]([O:7]CC)=O.[CH3:13][C:14]1[CH:19]=[CH:18][N:17]=[CH:16][CH:15]=1.C[Si]([N-][Si](C)(C)C)(C)C.[Li+], predict the reaction product.